From a dataset of Reaction yield outcomes from USPTO patents with 853,638 reactions. Predict the reaction yield, written as a fraction of the theoretical maximum amount of product (1.0 means a 100% yield; for example, 0.34 means a 34% yield). The reactants are [CH3:1][O:2][C:3](=[O:20])[C:4]1[CH:9]=[CH:8][C:7]([NH:10][CH:11]2[CH2:16][CH2:15][CH2:14][CH2:13][CH2:12]2)=[C:6]([N+:17]([O-])=O)[CH:5]=1. The catalyst is CO.[Pd]. The product is [CH3:1][O:2][C:3](=[O:20])[C:4]1[CH:9]=[CH:8][C:7]([NH:10][CH:11]2[CH2:16][CH2:15][CH2:14][CH2:13][CH2:12]2)=[C:6]([NH2:17])[CH:5]=1. The yield is 0.990.